This data is from Reaction yield outcomes from USPTO patents with 853,638 reactions. The task is: Predict the reaction yield, written as a fraction of the theoretical maximum amount of product (1.0 means a 100% yield; for example, 0.34 means a 34% yield). (1) The reactants are [Cl:1][C:2]1[CH:7]=[C:6]([F:8])[CH:5]=[CH:4][C:3]=1[O:9][CH2:10][F:11].[Li]CCCC.CN([CH:20]=[O:21])C.Cl. The catalyst is C1COCC1. The product is [Cl:1][C:2]1[C:3]([O:9][CH2:10][F:11])=[CH:4][CH:5]=[C:6]([F:8])[C:7]=1[CH:20]=[O:21]. The yield is 0.990. (2) The yield is 0.870. The reactants are Cl[CH2:2][C:3]1[NH:12][C:11](=[O:13])[C:10]2[C:5](=[CH:6][CH:7]=[CH:8][CH:9]=2)[N:4]=1.[CH2:14]([N:21]1[CH2:26][CH2:25][NH:24][CH2:23][CH2:22]1)[C:15]1[CH:20]=[CH:19][CH:18]=[CH:17][CH:16]=1.C(=O)([O-])[O-].[K+].[K+]. The catalyst is C(#N)C. The product is [CH2:14]([N:21]1[CH2:26][CH2:25][N:24]([CH2:2][C:3]2[NH:12][C:11](=[O:13])[C:10]3[C:5](=[CH:6][CH:7]=[CH:8][CH:9]=3)[N:4]=2)[CH2:23][CH2:22]1)[C:15]1[CH:16]=[CH:17][CH:18]=[CH:19][CH:20]=1. (3) The reactants are [CH2:1]([CH:8]1[C:14](=[O:15])[C:13](=[N:16]O)[CH:12]2[CH2:18][CH:9]1[CH2:10][CH2:11]2)[C:2]1[CH:7]=[CH:6][CH:5]=[CH:4][N:3]=1.Cl.[H][H]. The catalyst is [Pd].C(O)C. The product is [CH2:1]([CH:8]1[C:14](=[O:15])[CH:13]([NH2:16])[CH:12]2[CH2:18][CH:9]1[CH2:10][CH2:11]2)[C:2]1[CH:7]=[CH:6][CH:5]=[CH:4][N:3]=1. The yield is 0.860. (4) The reactants are [N:1]([O-])=O.[Na+].[NH2:5][C:6]1[CH:7]=[CH:8][C:9]([O:12][CH3:13])=[N:10][CH:11]=1.O.O.[Sn](Cl)[Cl:17]. The catalyst is O.Cl. The product is [ClH:17].[NH:5]([C:6]1[CH:7]=[CH:8][C:9]([O:12][CH3:13])=[N:10][CH:11]=1)[NH2:1]. The yield is 0.570. (5) The reactants are C([O-])([O-])=O.[K+].[K+].[C:7]1([CH2:13][SH:14])[CH:12]=[CH:11][CH:10]=[CH:9][CH:8]=1.Br[C:16]1[CH:21]=[CH:20][C:19]([CH:22]2[C:31]3[C:26](=[C:27]([Cl:33])[CH:28]=[C:29]([Cl:32])[CH:30]=3)[CH2:25][N:24]([CH3:34])[CH2:23]2)=[CH:18][CH:17]=1. The catalyst is C1(C)C(C)=CC=CC=1.C1C=CC(/C=C/C(/C=C/C2C=CC=CC=2)=O)=CC=1.C1C=CC(/C=C/C(/C=C/C2C=CC=CC=2)=O)=CC=1.C1C=CC(/C=C/C(/C=C/C2C=CC=CC=2)=O)=CC=1.[Pd].[Pd].CC1(C)C2C(=C(P(C3C=CC=CC=3)C3C=CC=CC=3)C=CC=2)OC2C(P(C3C=CC=CC=3)C3C=CC=CC=3)=CC=CC1=2. The product is [CH2:13]([S:14][C:16]1[CH:17]=[CH:18][C:19]([CH:22]2[C:31]3[C:26](=[C:27]([Cl:33])[CH:28]=[C:29]([Cl:32])[CH:30]=3)[CH2:25][N:24]([CH3:34])[CH2:23]2)=[CH:20][CH:21]=1)[C:7]1[CH:12]=[CH:11][CH:10]=[CH:9][CH:8]=1. The yield is 0.300. (6) The reactants are Cl[C:2]1[N:6]([CH:7]([CH3:9])[CH3:8])[N:5]=[CH:4][C:3]=1[N+:10]([O-:12])=[O:11].[NH:13]1[CH2:19][CH2:18][CH2:17][C@@H:16]([NH:20][C:21](=[O:26])[C:22]([F:25])([F:24])[F:23])[CH2:15][CH2:14]1. No catalyst specified. The product is [F:25][C:22]([F:23])([F:24])[C:21]([NH:20][C@@H:16]1[CH2:17][CH2:18][CH2:19][N:13]([C:2]2[N:6]([CH:7]([CH3:9])[CH3:8])[N:5]=[CH:4][C:3]=2[N+:10]([O-:12])=[O:11])[CH2:14][CH2:15]1)=[O:26]. The yield is 0.520. (7) The reactants are [C:1]([Br:5])(Br)(Br)Br.[P:6]([O:14][C:15]1[CH:20]=[CH:19][C:18](CO)=[CH:17][CH:16]=1)([O:11][CH2:12][CH3:13])([O:8][CH2:9][CH3:10])=[O:7].C1(P(C2C=CC=CC=2)C2C=CC=CC=2)C=CC=CC=1. The catalyst is C(Cl)Cl. The product is [P:6]([O:14][C:15]1[CH:20]=[CH:19][C:18]([CH2:1][Br:5])=[CH:17][CH:16]=1)([O:11][CH2:12][CH3:13])([O:8][CH2:9][CH3:10])=[O:7]. The yield is 0.920.